From a dataset of Reaction yield outcomes from USPTO patents with 853,638 reactions. Predict the reaction yield, written as a fraction of the theoretical maximum amount of product (1.0 means a 100% yield; for example, 0.34 means a 34% yield). (1) The reactants are [CH2:1]([O:3][C:4](=[O:30])[C:5]([O:27][CH2:28][CH3:29])=[CH:6][C:7]1[CH:12]=[CH:11][C:10]([O:13][CH2:14][CH2:15][C:16]2[CH:21]=[CH:20][C:19]([O:22][S:23]([CH3:26])(=[O:25])=[O:24])=[CH:18][CH:17]=2)=[CH:9][CH:8]=1)[CH3:2]. The catalyst is C(OCC)(=O)C.[Pd]. The product is [CH2:1]([O:3][C:4](=[O:30])[CH:5]([O:27][CH2:28][CH3:29])[CH2:6][C:7]1[CH:8]=[CH:9][C:10]([O:13][CH2:14][CH2:15][C:16]2[CH:21]=[CH:20][C:19]([O:22][S:23]([CH3:26])(=[O:25])=[O:24])=[CH:18][CH:17]=2)=[CH:11][CH:12]=1)[CH3:2]. The yield is 0.980. (2) The reactants are [CH3:1][C:2]([S:9][CH2:10][CH2:11][C@H:12]1[CH2:16][CH2:15][O:14][CH2:13]1)([CH3:8])[C:3]([O:5]CC)=[O:4].O.[OH-].[Li+].CO. The catalyst is O1CCOCC1.O. The product is [CH3:8][C:2]([S:9][CH2:10][CH2:11][C@H:12]1[CH2:16][CH2:15][O:14][CH2:13]1)([CH3:1])[C:3]([OH:5])=[O:4]. The yield is 0.920.